This data is from Forward reaction prediction with 1.9M reactions from USPTO patents (1976-2016). The task is: Predict the product of the given reaction. (1) Given the reactants Cl[C:2]1[N:7]=[C:6]([S:8][CH2:9][C:10]2[CH:15]=[CH:14][C:13]([O:16][CH3:17])=[CH:12][CH:11]=2)[N:5]=[C:4]([NH:18][C:19]2[NH:20][N:21]=[C:22]([CH3:24])[CH:23]=2)[CH:3]=1.[CH3:25][N:26]1[CH2:31][CH2:30][NH:29][CH2:28][CH2:27]1, predict the reaction product. The product is: [CH3:17][O:16][C:13]1[CH:14]=[CH:15][C:10]([CH2:9][S:8][C:6]2[N:5]=[C:4]([NH:18][C:19]3[NH:20][N:21]=[C:22]([CH3:24])[CH:23]=3)[CH:3]=[C:2]([N:29]3[CH2:30][CH2:31][N:26]([CH3:25])[CH2:27][CH2:28]3)[N:7]=2)=[CH:11][CH:12]=1. (2) Given the reactants [C:1]([C:5]1[CH:10]=[C:9]([C:11]2[S:12][CH:13]=[C:14]([CH:16]3[CH2:21][CH2:20][NH:19][CH2:18][CH2:17]3)[N:15]=2)[CH:8]=[C:7]([C:22]([CH3:25])([CH3:24])[CH3:23])[C:6]=1[OH:26])([CH3:4])([CH3:3])[CH3:2].[CH3:27][C:28]1[N:32]=[C:31]([CH3:33])[N:30]([CH2:34][C:35](O)=[O:36])[N:29]=1, predict the reaction product. The product is: [C:1]([C:5]1[CH:10]=[C:9]([C:11]2[S:12][CH:13]=[C:14]([CH:16]3[CH2:21][CH2:20][N:19]([C:35](=[O:36])[CH2:34][N:30]4[C:31]([CH3:33])=[N:32][C:28]([CH3:27])=[N:29]4)[CH2:18][CH2:17]3)[N:15]=2)[CH:8]=[C:7]([C:22]([CH3:25])([CH3:24])[CH3:23])[C:6]=1[OH:26])([CH3:4])([CH3:3])[CH3:2]. (3) Given the reactants C[O:2][C:3]([C:5]1[N:6]([C:27]2[CH:32]=[CH:31][CH:30]=[CH:29][C:28]=2[C:33]([F:36])([F:35])[F:34])[S:7](=[O:26])(=[O:25])[C:8]2[CH:24]=[CH:23][CH:22]=[CH:21][C:9]=2[C:10]=1[C:11]1[CH:16]=[C:15]([O:17][CH3:18])[CH:14]=[C:13]([O:19][CH3:20])[CH:12]=1)=[O:4].O.[OH-].[Li+], predict the reaction product. The product is: [CH3:18][O:17][C:15]1[CH:16]=[C:11]([C:10]2[C:9]3[CH:21]=[CH:22][CH:23]=[CH:24][C:8]=3[S:7](=[O:26])(=[O:25])[N:6]([C:27]3[CH:32]=[CH:31][CH:30]=[CH:29][C:28]=3[C:33]([F:36])([F:34])[F:35])[C:5]=2[C:3]([OH:4])=[O:2])[CH:12]=[C:13]([O:19][CH3:20])[CH:14]=1. (4) Given the reactants Cl.[Cl:2][C:3]1[CH:4]=[C:5]([C:10]2([O:19][CH3:20])[CH2:13][C:12]3([CH2:18][CH2:17][NH:16][CH2:15][CH2:14]3)[CH2:11]2)[CH:6]=[CH:7][C:8]=1[F:9].C1([O:27][C:28](=O)[NH:29][C:30]2[O:34][N:33]=[C:32]([CH3:35])[C:31]=2[CH3:36])C=CC=CC=1, predict the reaction product. The product is: [Cl:2][C:3]1[CH:4]=[C:5]([C:10]2([O:19][CH3:20])[CH2:13][C:12]3([CH2:14][CH2:15][N:16]([C:28]([NH:29][C:30]4[O:34][N:33]=[C:32]([CH3:35])[C:31]=4[CH3:36])=[O:27])[CH2:17][CH2:18]3)[CH2:11]2)[CH:6]=[CH:7][C:8]=1[F:9]. (5) Given the reactants [F:1][C:2]1[CH:22]=[CH:21][C:20]([CH2:23][N:24]2[C:33]3[C:28](=[CH:29][CH:30]=[CH:31][CH:32]=3)[C:27](=[O:34])[CH:26]=[CH:25]2)=[CH:19][C:3]=1[C:4]([N:6]1[CH2:11][CH2:10][N:9](C(OC(C)(C)C)=O)[CH2:8][CH2:7]1)=[O:5].C(O)(C(F)(F)F)=O, predict the reaction product. The product is: [F:1][C:2]1[CH:22]=[CH:21][C:20]([CH2:23][N:24]2[C:33]3[C:28](=[CH:29][CH:30]=[CH:31][CH:32]=3)[C:27](=[O:34])[CH:26]=[CH:25]2)=[CH:19][C:3]=1[C:4]([N:6]1[CH2:7][CH2:8][NH:9][CH2:10][CH2:11]1)=[O:5]. (6) Given the reactants [Cl:1][C:2]1[CH:7]=[N:6][C:5]2[NH:8][CH:9]=[CH:10][C:4]=2[C:3]=1[CH:11]=[O:12].[CH:13]1([Mg]Cl)[CH2:18][CH2:17][CH2:16][CH2:15][CH2:14]1.O, predict the reaction product. The product is: [Cl:1][C:2]1[C:3]([CH:11]([CH:13]2[CH2:18][CH2:17][CH2:16][CH2:15][CH2:14]2)[OH:12])=[C:4]2[CH:10]=[CH:9][NH:8][C:5]2=[N:6][CH:7]=1. (7) Given the reactants Cl[C:2]1[CH:7]=[C:6]([CH:8]([F:10])[F:9])[CH:5]=[C:4]([Cl:11])[N:3]=1.[C:12]([O:16][C:17]([N:19]1[CH2:24][CH2:23][NH:22][CH2:21][CH2:20]1)=[O:18])([CH3:15])([CH3:14])[CH3:13].CCN(CC)CC, predict the reaction product. The product is: [C:12]([O:16][C:17]([N:19]1[CH2:24][CH2:23][N:22]([C:2]2[CH:7]=[C:6]([CH:8]([F:10])[F:9])[CH:5]=[C:4]([Cl:11])[N:3]=2)[CH2:21][CH2:20]1)=[O:18])([CH3:15])([CH3:13])[CH3:14].